Dataset: Forward reaction prediction with 1.9M reactions from USPTO patents (1976-2016). Task: Predict the product of the given reaction. (1) Given the reactants [Br:1][C:2]1[C:10]2[C:5](=[CH:6][CH:7]=[C:8]([CH:11]=O)[CH:9]=2)[N:4]([CH2:13][C:14]2[CH:19]=[CH:18][C:17]([Cl:20])=[CH:16][C:15]=2[C:21]([F:24])([F:23])[F:22])[N:3]=1.[O:25]=[C:26]1[N:30]([CH2:31][C:32]([OH:34])=[O:33])[C:29](=[O:35])[CH2:28][S:27]1, predict the reaction product. The product is: [Br:1][C:2]1[C:10]2[C:5](=[CH:6][CH:7]=[C:8](/[CH:11]=[C:28]3/[C:29](=[O:35])[N:30]([CH2:31][C:32]([OH:34])=[O:33])[C:26](=[O:25])[S:27]/3)[CH:9]=2)[N:4]([CH2:13][C:14]2[CH:19]=[CH:18][C:17]([Cl:20])=[CH:16][C:15]=2[C:21]([F:22])([F:23])[F:24])[N:3]=1. (2) Given the reactants [C:1]([C:3]1[C:4](=[O:23])[N:5]([C:10]2[CH:15]=[CH:14][C:13]([C:16]([CH3:22])([CH3:21])[C:17]([O:19][CH3:20])=[O:18])=[CH:12][CH:11]=2)[CH2:6][CH2:7][C:8]=1[OH:9])#[N:2].[CH3:24]N(C)C=O.ClCCl.C(Cl)(=O)C(Cl)=O, predict the reaction product. The product is: [C:1]([C:3]1[C:4](=[O:23])[N:5]([C:10]2[CH:15]=[CH:14][C:13]([C:16]([CH3:21])([CH3:22])[C:17]([O:19][CH3:20])=[O:18])=[CH:12][CH:11]=2)[CH2:6][CH2:7][C:8]=1[O:9][CH3:24])#[N:2].